From a dataset of Forward reaction prediction with 1.9M reactions from USPTO patents (1976-2016). Predict the product of the given reaction. (1) Given the reactants Cl.[Cl:2][CH2:3][CH2:4][N:5]1[CH2:9][CH2:8][CH2:7][CH2:6]1.[CH2:10]([O:17][C:18]1[CH:23]=[CH:22][N:21]([C:24]2[CH:32]=[C:31]3[C:27]([C:28]4[CH2:37][CH2:36][NH:35][CH2:34][C:29]=4[N:30]3[CH3:33])=[CH:26][CH:25]=2)[C:20](=[O:38])[CH:19]=1)[C:11]1[CH:16]=[CH:15][CH:14]=[CH:13][CH:12]=1.C(N(C(C)C)CC)(C)C, predict the reaction product. The product is: [ClH:2].[CH2:10]([O:17][C:18]1[CH:23]=[CH:22][N:21]([C:24]2[CH:32]=[C:31]3[C:27]([C:28]4[CH2:37][CH2:36][N:35]([CH2:3][CH2:4][N:5]5[CH2:9][CH2:8][CH2:7][CH2:6]5)[CH2:34][C:29]=4[N:30]3[CH3:33])=[CH:26][CH:25]=2)[C:20](=[O:38])[CH:19]=1)[C:11]1[CH:12]=[CH:13][CH:14]=[CH:15][CH:16]=1. (2) The product is: [CH:27]1([N:13]2[C:14]3=[N:15][CH:16]=[N:17][C:18]([NH2:20])=[C:19]3[C:11]([C:2]3[CH:3]=[CH:4][C:5]4[C:10](=[CH:9][CH:8]=[CH:7][CH:6]=4)[CH:1]=3)=[N:12]2)[CH2:31][CH2:30][CH2:29][CH2:28]1. Given the reactants [CH:1]1[C:10]2[C:5](=[CH:6][CH:7]=[CH:8][CH:9]=2)[CH:4]=[CH:3][C:2]=1[C:11]1[C:19]2[C:14](=[N:15][CH:16]=[N:17][C:18]=2[NH2:20])[NH:13][N:12]=1.C([O-])([O-])=O.[K+].[K+].[CH:27]1(Br)[CH2:31][CH2:30][CH2:29][CH2:28]1.O, predict the reaction product.